This data is from Catalyst prediction with 721,799 reactions and 888 catalyst types from USPTO. The task is: Predict which catalyst facilitates the given reaction. (1) Reactant: [CH3:1][O:2][C:3](=[O:20])[C:4]1[CH:9]=[CH:8][C:7]([Cl:10])=[C:6]([N:11]=[CH:12][C:13]2[CH:18]=[CH:17][CH:16]=[C:15]([Br:19])[CH:14]=2)[CH:5]=1.O.[O-]S(C(F)(F)F)(=O)=O.[Yb+3].[O-]S(C(F)(F)F)(=O)=O.[O-]S(C(F)(F)F)(=O)=O.[CH:47](=[O:51])[CH:48]([CH3:50])[CH3:49].O. Product: [CH3:1][O:2][C:3]([C:4]1[C:5]2[CH:47]([OH:51])[C:48]([CH3:50])([CH3:49])[CH:12]([C:13]3[CH:18]=[CH:17][CH:16]=[C:15]([Br:19])[CH:14]=3)[NH:11][C:6]=2[C:7]([Cl:10])=[CH:8][CH:9]=1)=[O:20]. The catalyst class is: 7. (2) Reactant: [NH2:1][C@@H:2]([CH2:13][CH:14]1[CH2:19][CH2:18][CH2:17][CH2:16][CH2:15]1)[CH2:3][N:4]([CH3:12])[C:5](=[O:11])[O:6][C:7]([CH3:10])([CH3:9])[CH3:8].C1N=CN([C:25](N2C=NC=C2)=[O:26])C=1.CCN(C(C)C)C(C)C.[Cl:41][C:42]1[CH:43]=[CH:44][C:45]([CH3:63])=[C:46]([N:48]([CH:57]2[CH2:62][CH2:61][CH2:60][NH:59][CH2:58]2)[CH2:49][CH2:50][CH2:51][NH:52][C:53](=[O:56])[O:54][CH3:55])[CH:47]=1. Product: [CH3:55][O:54][C:53]([NH:52][CH2:51][CH2:50][CH2:49][N:48]([C:46]1[CH:47]=[C:42]([Cl:41])[CH:43]=[CH:44][C:45]=1[CH3:63])[CH:57]1[CH2:62][CH2:61][CH2:60][N:59]([C:25]([NH:1][C@@H:2]([CH2:13][CH:14]2[CH2:15][CH2:16][CH2:17][CH2:18][CH2:19]2)[CH2:3][N:4]([CH3:12])[C:5](=[O:11])[O:6][C:7]([CH3:9])([CH3:10])[CH3:8])=[O:26])[CH2:58]1)=[O:56]. The catalyst class is: 2. (3) Product: [C:27]([O:31][C:32]([N:17]1[CH2:18][CH2:19][CH:14]([O:13][C:9]2[CH:8]=[C:7]3[C:12](=[CH:11][CH:10]=2)[C:3]([Cl:2])=[N:4][CH:5]=[CH:6]3)[CH2:15][CH2:16]1)=[O:33])([CH3:30])([CH3:29])[CH3:28]. The catalyst class is: 4. Reactant: Cl.[Cl:2][C:3]1[C:12]2[C:7](=[CH:8][C:9]([O:13][CH:14]3[CH2:19][CH2:18][NH:17][CH2:16][CH2:15]3)=[CH:10][CH:11]=2)[CH:6]=[CH:5][N:4]=1.C(N(CC)CC)C.[C:27]([O:31][C:32](=O)[O-:33])([CH3:30])([CH3:29])[CH3:28]. (4) Reactant: [Cl:1][C:2]1[CH:7]=[CH:6][CH:5]=[C:4]([CH2:8][CH3:9])[C:3]=1[CH:10]=[C:11]1[CH:16]2[CH2:17][CH:13]([CH2:14][CH2:15]2)[C:12]1=[O:18].OO.[Se](=O)=[O:22]. Product: [Cl:1][C:2]1[CH:7]=[CH:6][CH:5]=[C:4]([CH2:8][CH3:9])[C:3]=1[CH:10]=[C:11]1[CH:16]2[CH2:17][CH:13]([CH2:14][CH2:15]2)[C:12](=[O:18])[O:22]1. The catalyst class is: 107.